This data is from Catalyst prediction with 721,799 reactions and 888 catalyst types from USPTO. The task is: Predict which catalyst facilitates the given reaction. (1) Reactant: [Cl:1][C:2]1[CH:3]=[C:4]([C:10]2[CH:11]=[C:12]3[C:17](=[CH:18][CH:19]=2)[N:16]=[CH:15][C:14]([C:20](=[O:23])[CH2:21][CH3:22])=[C:13]3[NH:24][C:25]2[CH:26]=[CH:27][C:28]([N:31]3[CH2:36][CH2:35][CH2:34][CH:33]([NH:37]C(=O)OC(C)(C)C)[CH2:32]3)=[N:29][CH:30]=2)[CH:5]=[C:6]([F:9])[C:7]=1[OH:8].Cl. Product: [NH2:37][CH:33]1[CH2:34][CH2:35][CH2:36][N:31]([C:28]2[N:29]=[CH:30][C:25]([NH:24][C:13]3[C:12]4[C:17](=[CH:18][CH:19]=[C:10]([C:4]5[CH:5]=[C:6]([F:9])[C:7]([OH:8])=[C:2]([Cl:1])[CH:3]=5)[CH:11]=4)[N:16]=[CH:15][C:14]=3[C:20](=[O:23])[CH2:21][CH3:22])=[CH:26][CH:27]=2)[CH2:32]1. The catalyst class is: 268. (2) Reactant: [C:1]([O:5][C:6](=[O:13])[CH2:7][O:8][CH2:9][CH2:10][CH2:11][OH:12])([CH3:4])([CH3:3])[CH3:2].C(N(CC)CC)C.[Cl-].[NH4+]. Product: [C:1]([O:5][C:6](=[O:13])[CH2:7][O:8][CH2:9][CH2:10][CH:11]=[O:12])([CH3:4])([CH3:2])[CH3:3]. The catalyst class is: 16.